Dataset: Full USPTO retrosynthesis dataset with 1.9M reactions from patents (1976-2016). Task: Predict the reactants needed to synthesize the given product. (1) Given the product [Cl:31][C:32]1[CH:37]=[CH:36][C:13]([CH2:12][N:9]2[CH:10]=[C:11]([C:15]3[C:23]4[C:18](=[N:19][CH:20]=[CH:21][CH:22]=4)[N:17]([C:24]([O:26][C:27]([CH3:30])([CH3:29])[CH3:28])=[O:25])[CH:16]=3)[N:41]=[N:40]2)=[CH:34][CH:33]=1, predict the reactants needed to synthesize it. The reactants are: C[Si](C#C)(C)C.C([N:9]([CH2:12][CH3:13])[CH2:10][CH3:11])C.I[C:15]1[C:23]2[C:18](=[N:19][CH:20]=[CH:21][CH:22]=2)[N:17]([C:24]([O:26][C:27]([CH3:30])([CH3:29])[CH3:28])=[O:25])[CH:16]=1.[Cl:31][C:32]1[CH:37]=[CH:36]C(CCl)=[CH:34][CH:33]=1.[N-:40]=[N+:41]=[N-].[Cs+]. (2) Given the product [CH3:21][C:9]1[N:8]([C:7]2[CH:6]=[CH:5][C:4]([O:22][C:24]3[CH:29]=[CH:28][C:27]([S:30]([CH3:33])(=[O:32])=[O:31])=[CH:26][CH:25]=3)=[CH:3][C:2]=2[CH3:1])[C:12]2[CH:13]=[CH:14][CH:15]=[C:16]([C:17]([F:20])([F:19])[F:18])[C:11]=2[N:10]=1, predict the reactants needed to synthesize it. The reactants are: [CH3:1][C:2]1[CH:3]=[C:4]([OH:22])[CH:5]=[CH:6][C:7]=1[N:8]1[C:12]2[CH:13]=[CH:14][CH:15]=[C:16]([C:17]([F:20])([F:19])[F:18])[C:11]=2[N:10]=[C:9]1[CH3:21].F[C:24]1[CH:29]=[CH:28][C:27]([S:30]([CH3:33])(=[O:32])=[O:31])=[CH:26][CH:25]=1. (3) Given the product [CH2:1]([O:3][C:4](=[O:9])[CH2:5][C:6]([N:49]1[CH2:48][CH2:47][CH:46]([O:45][C:44]2[CH:52]=[CH:53][CH:54]=[CH:55][C:43]=2[Cl:42])[CH2:51][CH2:50]1)=[O:8])[CH3:2], predict the reactants needed to synthesize it. The reactants are: [CH2:1]([O:3][C:4](=[O:9])[CH2:5][C:6]([OH:8])=O)[CH3:2].CCN(C(C)C)C(C)C.C1C=CC2N(O)N=NC=2C=1.CCN=C=NCCCN(C)C.Cl.Cl.[Cl:42][C:43]1[CH:55]=[CH:54][CH:53]=[CH:52][C:44]=1[O:45][CH:46]1[CH2:51][CH2:50][NH:49][CH2:48][CH2:47]1. (4) Given the product [I:21][C:5]1[CH:6]=[CH:7][C:2]([CH3:1])=[C:3]([N+:9]([O-:11])=[O:10])[C:4]=1[CH3:8], predict the reactants needed to synthesize it. The reactants are: [CH3:1][C:2]1[CH:7]=[CH:6][CH:5]=[C:4]([CH3:8])[C:3]=1[N+:9]([O-:11])=[O:10].S(=O)(=O)(O)O.C(O)(=O)C.[I:21]I. (5) Given the product [Br:1][C:10]1[CH:9]=[CH:8][C:7]([N:11]2[CH2:16][CH2:15][NH:14][CH2:13][CH2:12]2)=[CH:6][C:5]=1[O:4][CH3:3], predict the reactants needed to synthesize it. The reactants are: [BrH:1].Br.[CH3:3][O:4][C:5]1[CH:6]=[C:7]([N:11]2[CH2:16][CH2:15][NH:14][CH2:13][CH2:12]2)[CH:8]=[CH:9][CH:10]=1.[OH-].[Na+]. (6) Given the product [F:7][C:8]1[CH:9]=[CH:10][C:11]([O:18][CH2:19][O:20][CH3:21])=[C:12]([CH2:13][OH:14])[CH:17]=1, predict the reactants needed to synthesize it. The reactants are: [H-].[Al+3].[Li+].[H-].[H-].[H-].[F:7][C:8]1[CH:9]=[CH:10][C:11]([O:18][CH2:19][O:20][CH3:21])=[C:12]([CH:17]=1)[C:13](OC)=[O:14].[NH4+].S([O-])([O-])(=O)=O.[Mg+2]. (7) Given the product [F:14][C:9]1[C:8]2[C:7]3[C:3]([C:4](=[O:22])[N:5]([C:15]4[CH:20]=[CH:19][CH:18]=[CH:17][C:16]=4[F:21])[N:6]=3)=[N:1][N:2]([CH2:37][C:38]3[CH:39]=[CH:40][C:41]([N:44]4[CH:48]=[CH:47][N:46]=[CH:45]4)=[CH:42][CH:43]=3)[C:13]=2[CH:12]=[CH:11][CH:10]=1, predict the reactants needed to synthesize it. The reactants are: [N+:1](=[C:3]1[C:7]([C:8]2[CH:13]=[CH:12][CH:11]=[CH:10][C:9]=2[F:14])=[N:6][N:5]([C:15]2[CH:20]=[CH:19][CH:18]=[CH:17][C:16]=2[F:21])[C:4]1=[O:22])=[N-:2].C(P(CCCC)CCCC)CCC.Cl[CH2:37][C:38]1[CH:43]=[CH:42][C:41]([N:44]2[CH:48]=[CH:47][N:46]=[CH:45]2)=[CH:40][CH:39]=1.[I-].[K+].C(=O)([O-])[O-].[K+].[K+]. (8) Given the product [CH:25]1([CH2:24][O:23][C:22]2[C:17]3[N:18]([C:14]([C:12]([NH:11][S:8]([CH2:7][CH2:6][CH2:5][OH:4])(=[O:10])=[O:9])=[O:13])=[C:15]([CH3:31])[N:16]=3)[CH:19]=[CH:20][CH:21]=2)[CH2:30][CH2:29][CH2:28][CH2:27][CH2:26]1, predict the reactants needed to synthesize it. The reactants are: C([O:4][CH2:5][CH2:6][CH2:7][S:8]([NH:11][C:12]([C:14]1[N:18]2[CH:19]=[CH:20][CH:21]=[C:22]([O:23][CH2:24][CH:25]3[CH2:30][CH2:29][CH2:28][CH2:27][CH2:26]3)[C:17]2=[N:16][C:15]=1[CH3:31])=[O:13])(=[O:10])=[O:9])(=O)C.CO.[OH-].[Na+].